Dataset: Reaction yield outcomes from USPTO patents with 853,638 reactions. Task: Predict the reaction yield, written as a fraction of the theoretical maximum amount of product (1.0 means a 100% yield; for example, 0.34 means a 34% yield). (1) The reactants are Br[C:2]1[CH:10]=[CH:9][C:5]([CH2:6][CH2:7][OH:8])=[CH:4][CH:3]=1.P([C:20]([CH3:23])([CH3:22])[CH3:21])([C:20]([CH3:23])([CH3:22])[CH3:21])[C:20]([CH3:23])([CH3:22])[CH3:21].CN(C=[O:28])C.O.[CH2:30]([O:32]C(=O)C)[CH3:31]. The catalyst is C1C=CC(/C=C/C(/C=C/C2C=CC=CC=2)=O)=CC=1.C1C=CC(/C=C/C(/C=C/C2C=CC=CC=2)=O)=CC=1.[Pd].[F-].[F-].[Zn+2]. The product is [CH2:30]([O:32][C:23](=[O:28])[C:20]([C:2]1[CH:10]=[CH:9][C:5]([CH2:6][CH2:7][OH:8])=[CH:4][CH:3]=1)([CH3:21])[CH3:22])[CH3:31]. The yield is 0.920. (2) The reactants are Br[CH2:2][CH2:3][N:4]1[C:9]([CH3:10])=[C:8]([CH2:11][CH3:12])[C:7](=[O:13])[N:6]2[N:14]=[CH:15][C:16]([C:17]#[N:18])=[C:5]12.C(=O)([O-])[O-].[K+].[K+].Cl.[CH3:26][NH:27][CH3:28]. The catalyst is CN(C=O)C.O. The product is [CH3:26][N:27]([CH3:28])[CH2:2][CH2:3][N:4]1[C:9]([CH3:10])=[C:8]([CH2:11][CH3:12])[C:7](=[O:13])[N:6]2[N:14]=[CH:15][C:16]([C:17]#[N:18])=[C:5]12. The yield is 0.100. (3) The yield is 0.500. No catalyst specified. The reactants are N1C(CN(C)[C@@H]2C3N=CC=CC=3CCC2)=CN2C=CC=CC=12.[CH3:23][O:24][CH2:25][CH2:26][NH:27][CH2:28][CH2:29][O:30][CH3:31].[CH3:32][N:33]([CH2:44][C:45]1[N:46]=[C:47]2[CH:52]=[CH:51][CH:50]=[CH:49][N:48]2[C:53]=1[CH2:54]N1CCOCC1)[C@@H:34]1[C:43]2[N:42]=[CH:41][CH:40]=[CH:39][C:38]=2[CH2:37][CH2:36][CH2:35]1. The product is [CH3:23][O:24][CH2:25][CH2:26][N:27]([CH2:54][C:53]1[N:48]2[CH:49]=[CH:50][CH:51]=[CH:52][C:47]2=[N:46][C:45]=1[CH2:44][N:33]([CH3:32])[C@@H:34]1[C:43]2[N:42]=[CH:41][CH:40]=[CH:39][C:38]=2[CH2:37][CH2:36][CH2:35]1)[CH2:28][CH2:29][O:30][CH3:31]. (4) The reactants are [C-:1]#[N:2].[K+].Cl[CH2:5][CH2:6][C:7]1[CH:8]=[C:9]2[C:13](=[CH:14][CH:15]=1)[NH:12][C:11](=[O:16])[CH2:10]2. The catalyst is CS(C)=O. The product is [C:1]([CH2:5][CH2:6][C:7]1[CH:8]=[C:9]2[C:13](=[CH:14][CH:15]=1)[NH:12][C:11](=[O:16])[CH2:10]2)#[N:2]. The yield is 0.420. (5) The reactants are Br[C:2]1[CH:20]=[CH:19][C:5]([C:6]([NH:8][C:9]2[CH:14]=[C:13]([C:15]([F:18])([F:17])[F:16])[CH:12]=[CH:11][N:10]=2)=[O:7])=[CH:4][C:3]=1[C:21]([F:24])([F:23])[CH3:22].CC([O-])=O.[K+].[CH3:30][C:31]1([CH3:47])[C:35]([CH3:37])([CH3:36])[O:34][B:33](C2C=CC(C(N)=O)=CC=2)[O:32]1. The catalyst is O1CCOCC1. The product is [F:23][C:21]([C:3]1[CH:4]=[C:5]([CH:19]=[CH:20][C:2]=1[B:33]1[O:34][C:35]([CH3:37])([CH3:36])[C:31]([CH3:47])([CH3:30])[O:32]1)[C:6]([NH:8][C:9]1[CH:14]=[C:13]([C:15]([F:18])([F:17])[F:16])[CH:12]=[CH:11][N:10]=1)=[O:7])([F:24])[CH3:22]. The yield is 0.750. (6) The reactants are [I:1][C:2]1[CH:3]=[C:4]2[C:8](=[CH:9][CH:10]=1)[NH:7][C:6](=[O:11])[C:5]2=O.[O:13]1[CH:17]=[CH:16][CH:15]=[C:14]1[CH2:18][S:19]([CH2:22][C:23]1[S:24][CH:25]=[C:26]([C:28]([NH:30][NH2:31])=[O:29])[N:27]=1)(=[O:21])=[O:20]. The catalyst is C(O)(=O)C. The product is [O:13]1[CH:17]=[CH:16][CH:15]=[C:14]1[CH2:18][S:19]([CH2:22][C:23]1[S:24][CH:25]=[C:26]([C:28]([NH:30][N:31]=[C:5]2[C:4]3[C:8](=[CH:9][CH:10]=[C:2]([I:1])[CH:3]=3)[NH:7][C:6]2=[O:11])=[O:29])[N:27]=1)(=[O:20])=[O:21]. The yield is 0.630. (7) The reactants are N([O-])=O.[Na+].N[C:6]1[CH:11]=[C:10]([Cl:12])[CH:9]=[CH:8][C:7]=1[O:13][CH3:14].[F:15][C:16]([F:30])([F:29])[C:17]1[CH:18]=[C:19]([CH:22]=[C:23]([C:25]([F:28])([F:27])[F:26])[CH:24]=1)[CH:20]=[CH2:21]. The catalyst is O.[H+].[B-](F)(F)(F)F.CO.C(OCC)(=O)C. The product is [Cl:12][C:10]1[CH:9]=[CH:8][C:7]([O:13][CH3:14])=[C:6]([CH:11]=1)[CH:21]=[CH:20][C:19]1[CH:22]=[C:23]([C:25]([F:26])([F:28])[F:27])[CH:24]=[C:17]([C:16]([F:15])([F:29])[F:30])[CH:18]=1. The yield is 0.333.